Dataset: Forward reaction prediction with 1.9M reactions from USPTO patents (1976-2016). Task: Predict the product of the given reaction. (1) Given the reactants [CH2:1]([O:3][CH2:4][CH2:5][CH2:6][O:7][C:8]1[N:9]([C:18]2[CH:23]=[CH:22][C:21]([O:24][CH2:25][C:26]([F:29])([F:28])[F:27])=[CH:20][CH:19]=2)[C:10](=[O:17])[C:11]2[CH:16]=[CH:15][NH:14][C:12]=2[N:13]=1)[CH3:2].C(O)(=[O:32])C.C(O)(=O)C.I(C1C=CC=CC=1)=O, predict the reaction product. The product is: [CH2:1]([O:3][CH2:4][CH2:5][CH2:6][O:7][C:8]1[N:9]([C:18]2[CH:23]=[CH:22][C:21]([O:24][CH2:25][C:26]([F:28])([F:27])[F:29])=[CH:20][CH:19]=2)[C:10](=[O:17])[C:11]2[CH2:16][C:15](=[O:32])[NH:14][C:12]=2[N:13]=1)[CH3:2]. (2) Given the reactants P(Cl)(OCC)(OCC)=O.[CH2:10]([C:13]1[C:22]2[O:21][CH2:20][C:19](=O)[NH:18][C:17]=2[CH:16]=[CH:15][CH:14]=1)[CH:11]=[CH2:12].CC(C)([O-])C.[K+].[N+:30]([CH2:32][C:33]([O:35][CH2:36][CH3:37])=[O:34])#[C-:31], predict the reaction product. The product is: [CH2:10]([C:13]1[C:22]2[O:21][CH2:20][C:19]3=[C:32]([C:33]([O:35][CH2:36][CH3:37])=[O:34])[N:30]=[CH:31][N:18]3[C:17]=2[CH:16]=[CH:15][CH:14]=1)[CH:11]=[CH2:12]. (3) Given the reactants O[CH2:2][C:3]1[O:4][C:5]2[C:10]([C:11](=[O:13])[CH:12]=1)=[CH:9][CH:8]=[CH:7][CH:6]=2.S(Cl)([Cl:16])=O, predict the reaction product. The product is: [Cl:16][CH2:2][C:3]1[O:4][C:5]2[C:10]([C:11](=[O:13])[CH:12]=1)=[CH:9][CH:8]=[CH:7][CH:6]=2.